Dataset: Reaction yield outcomes from USPTO patents with 853,638 reactions. Task: Predict the reaction yield, written as a fraction of the theoretical maximum amount of product (1.0 means a 100% yield; for example, 0.34 means a 34% yield). (1) The reactants are C(S[C:5]1[CH:10]=[CH:9][C:8]([N:11]2[C:16](=[O:17])[C:15]([CH2:18][C:19]3[CH:24]=[CH:23][C:22]([C:25]4[CH:30]=[CH:29][CH:28]=[CH:27][C:26]=4[C:31]4[NH:35][C:34](=[O:36])[O:33][N:32]=4)=[CH:21][CH:20]=3)=[C:14]([CH2:37][CH2:38][CH3:39])[N:13]=[C:12]2[CH3:40])=[CH:7][CH:6]=1)(C)C.Cl[C:42]1[CH:43]=C(C(OO)=O)C=C[CH:47]=1.C(OCC)(=O)C.[S:58]([O-:62])([O-])(=[O:60])=S.[Na+].[Na+]. The product is [CH:42]([S:58]([C:5]1[CH:10]=[CH:9][C:8]([N:11]2[C:16](=[O:17])[C:15]([CH2:18][C:19]3[CH:24]=[CH:23][C:22]([C:25]4[CH:30]=[CH:29][CH:28]=[CH:27][C:26]=4[C:31]4[NH:35][C:34](=[O:36])[O:33][N:32]=4)=[CH:21][CH:20]=3)=[C:14]([CH2:37][CH2:38][CH3:39])[N:13]=[C:12]2[CH3:40])=[CH:7][CH:6]=1)(=[O:62])=[O:60])([CH3:43])[CH3:47]. The catalyst is C(#N)C.O. The yield is 0.710. (2) The reactants are C([SiH](CC)CC)C.[S:8]1[C:12]([CH:13]([C:15]2[CH:24]=[C:23]([Br:25])[C:22]3[C:17](=[CH:18][CH:19]=[CH:20][CH:21]=3)[C:16]=2[O:26][CH3:27])O)=[CH:11][C:10]2[CH:28]=[CH:29][CH:30]=[CH:31][C:9]1=2.CO.O. The catalyst is C(Cl)Cl. The product is [Br:25][C:23]1[C:22]2[C:17](=[CH:18][CH:19]=[CH:20][CH:21]=2)[C:16]([O:26][CH3:27])=[C:15]([CH2:13][C:12]2[S:8][C:9]3[CH:31]=[CH:30][CH:29]=[CH:28][C:10]=3[CH:11]=2)[CH:24]=1. The yield is 0.800.